The task is: Regression. Given two drug SMILES strings and cell line genomic features, predict the synergy score measuring deviation from expected non-interaction effect.. This data is from NCI-60 drug combinations with 297,098 pairs across 59 cell lines. (1) Drug 1: CC=C1C(=O)NC(C(=O)OC2CC(=O)NC(C(=O)NC(CSSCCC=C2)C(=O)N1)C(C)C)C(C)C. Drug 2: CCC1=C2CN3C(=CC4=C(C3=O)COC(=O)C4(CC)O)C2=NC5=C1C=C(C=C5)O. Cell line: KM12. Synergy scores: CSS=74.5, Synergy_ZIP=1.30, Synergy_Bliss=0.253, Synergy_Loewe=-7.89, Synergy_HSA=1.09. (2) Drug 1: C1=CN(C(=O)N=C1N)C2C(C(C(O2)CO)O)O.Cl. Drug 2: C1CCC(C(C1)N)N.C(=O)(C(=O)[O-])[O-].[Pt+4]. Cell line: KM12. Synergy scores: CSS=29.1, Synergy_ZIP=-2.56, Synergy_Bliss=10.3, Synergy_Loewe=-1.90, Synergy_HSA=6.86. (3) Drug 1: C1CCC(C(C1)N)N.C(=O)(C(=O)[O-])[O-].[Pt+4]. Drug 2: CC1CCCC2(C(O2)CC(NC(=O)CC(C(C(=O)C(C1O)C)(C)C)O)C(=CC3=CSC(=N3)C)C)C. Cell line: NCIH23. Synergy scores: CSS=56.4, Synergy_ZIP=3.17, Synergy_Bliss=2.24, Synergy_Loewe=-9.81, Synergy_HSA=3.96. (4) Drug 1: CN(C)C1=NC(=NC(=N1)N(C)C)N(C)C. Drug 2: CC1=C2C(C(=O)C3(C(CC4C(C3C(C(C2(C)C)(CC1OC(=O)C(C(C5=CC=CC=C5)NC(=O)C6=CC=CC=C6)O)O)OC(=O)C7=CC=CC=C7)(CO4)OC(=O)C)O)C)OC(=O)C. Cell line: LOX IMVI. Synergy scores: CSS=26.6, Synergy_ZIP=-7.77, Synergy_Bliss=-9.80, Synergy_Loewe=-85.8, Synergy_HSA=-7.06. (5) Drug 1: CC1C(C(CC(O1)OC2CC(CC3=C2C(=C4C(=C3O)C(=O)C5=C(C4=O)C(=CC=C5)OC)O)(C(=O)C)O)N)O.Cl. Drug 2: C(CCl)NC(=O)N(CCCl)N=O. Cell line: SF-268. Synergy scores: CSS=22.0, Synergy_ZIP=-5.46, Synergy_Bliss=3.18, Synergy_Loewe=-13.7, Synergy_HSA=1.89. (6) Drug 1: C1=C(C(=O)NC(=O)N1)F. Drug 2: CC1=C(C(=CC=C1)Cl)NC(=O)C2=CN=C(S2)NC3=CC(=NC(=N3)C)N4CCN(CC4)CCO. Cell line: NCI-H522. Synergy scores: CSS=26.6, Synergy_ZIP=-7.55, Synergy_Bliss=-0.395, Synergy_Loewe=-8.92, Synergy_HSA=2.10. (7) Drug 1: CC12CCC3C(C1CCC2=O)CC(=C)C4=CC(=O)C=CC34C. Synergy scores: CSS=27.7, Synergy_ZIP=-6.79, Synergy_Bliss=-0.234, Synergy_Loewe=-0.205, Synergy_HSA=0.649. Cell line: T-47D. Drug 2: CC(CN1CC(=O)NC(=O)C1)N2CC(=O)NC(=O)C2.